From a dataset of Full USPTO retrosynthesis dataset with 1.9M reactions from patents (1976-2016). Predict the reactants needed to synthesize the given product. Given the product [C:21]([O:25][C:26](=[O:31])[NH:27][CH2:28][CH2:29][O:1][C:2]1[C:11]2[C:6](=[CH:7][CH:8]=[CH:9][CH:10]=2)[C:5](=[O:12])[NH:4][C:3]=1[C:13]1[CH:18]=[CH:17][CH:16]=[C:15]([O:19][CH3:20])[CH:14]=1)([CH3:24])([CH3:23])[CH3:22], predict the reactants needed to synthesize it. The reactants are: [OH:1][C:2]1[C:11]2[C:6](=[CH:7][CH:8]=[CH:9][CH:10]=2)[C:5](=[O:12])[NH:4][C:3]=1[C:13]1[CH:18]=[CH:17][CH:16]=[C:15]([O:19][CH3:20])[CH:14]=1.[C:21]([O:25][C:26](=[O:31])[NH:27][CH2:28][CH2:29]Br)([CH3:24])([CH3:23])[CH3:22].C(=O)([O-])[O-].[Cs+].[Cs+].O.